Task: Predict the reactants needed to synthesize the given product.. Dataset: Full USPTO retrosynthesis dataset with 1.9M reactions from patents (1976-2016) (1) Given the product [CH2:1]([Br:18])/[CH:2]=[C:3](/[CH2:5][CH2:6]/[CH:7]=[C:8](/[CH2:10][CH2:11][CH:12]=[C:13]([CH3:15])[CH3:14])\[CH3:9])\[CH3:4], predict the reactants needed to synthesize it. The reactants are: [CH2:1](O)/[CH:2]=[C:3](/[CH2:5][CH2:6]/[CH:7]=[C:8](/[CH2:10][CH2:11][CH:12]=[C:13]([CH3:15])[CH3:14])\[CH3:9])\[CH3:4].P(Br)(Br)[Br:18]. (2) Given the product [CH2:13]([O:11][CH:8]1[CH2:9][CH2:10][C:5]2([O:4][CH2:3][CH2:2][O:1]2)[CH2:6][CH2:7]1)[CH2:14][CH3:15], predict the reactants needed to synthesize it. The reactants are: [O:1]1[C:5]2([CH2:10][CH2:9][CH:8]([OH:11])[CH2:7][CH2:6]2)[O:4][CH2:3][CH2:2]1.Br[CH2:13][CH2:14][CH3:15].[H-].[Na+].O. (3) Given the product [CH3:148][C:140]1[C:131](=[NH:132])[C:130]([S:142]([O-:145])(=[O:143])=[O:144])=[CH:129]/[C:121](=[C:122](/[C:35]2[CH:34]=[CH:33][C:28]([NH2:27])=[C:37]([S:38]([O-:41])(=[O:40])=[O:39])[CH:36]=2)\[C:59]2[CH:60]=[CH:61][C:56]([NH2:55])=[C:57]([S:97]([OH:100])(=[O:99])=[O:98])[CH:58]=2)/[CH:120]=1.[Na+:50].[Na+:50], predict the reactants needed to synthesize it. The reactants are: C1C=CC(NC2C=CC(N=NC3C4C(=CC=CC=4)C(N=[N:27][C:28]4[C:33]5[CH:34]=[CH:35][CH:36]=[C:37]([S:38]([O-:41])(=[O:40])=[O:39])C=5C=CC=4)=CC=3)=C3C=CC=C(S([O-])(=O)=O)C=23)=CC=1.[Na+:50].[Na+].CC([NH:55][C:56]1[CH:61]=[CH:60][C:59](NC2C=CC(N)=C3C(C4C(S([O-])(=O)=O)=C(S([O-])(=O)=O)C=CC=4C(=O)C=23)=O)=[CH:58][CH:57]=1)=O.[Na+].[Na+].CC1C=C([S:97]([O-:100])(=[O:99])=[O:98])C=CC=1N/N=C1\C(C=CC2C\1=CC=CC=2)=O.[Na+].CC(NC1C=C(S([O-])(=O)=O)[CH:122]=[C:121]2[CH:129]=[C:130]([S:142]([O-:145])(=[O:144])=[O:143])/[C:131](/[C:140](=O)[C:120]=12)=[N:132]\NC1C=CC=CC=1)=O.[Na+].[Na+].[CH3:148]C(NC1C=CC(N/N=C2\C(S([O-])(=O)=O)=CC3C(C\2=O)=C(NC(C)=O)C=C(S([O-])(=O)=O)C=3)=CC=1)=O.[Na+].[Na+].CC1C(N=NC2C=CC(S([O-])(=O)=O)=CC=2)C(=O)N(C2C(Cl)=CC(S([O-])(=O)=O)=C(Cl)C=2)N=1.[Na+].[Na+].CC1C=CC(NC2C=CC(NC3C=CC(C)=CC=3S([O-])(=O)=O)=C3C(C4C(C(=O)C=23)=CC=CC=4)=O)=C(S([O-])(=O)=O)C=1.[Na+].[Na+]. (4) Given the product [NH2:30][C:27]1[CH:28]=[C:29]2[C:24](=[CH:25][CH:26]=1)[N:23]([C:33]([O:35][C:36]([CH3:39])([CH3:38])[CH3:37])=[O:34])[CH:22]=[C:21]2[C:19]1[CH:18]=[N:17][CH:16]=[C:15]([N:12]2[CH2:13][CH2:14][CH:9]([NH:8][C:6]([O:5][C:1]([CH3:4])([CH3:3])[CH3:2])=[O:7])[CH2:10][CH2:11]2)[N:20]=1, predict the reactants needed to synthesize it. The reactants are: [C:1]([O:5][C:6]([NH:8][CH:9]1[CH2:14][CH2:13][N:12]([C:15]2[N:20]=[C:19]([C:21]3[C:29]4[C:24](=[CH:25][CH:26]=[C:27]([N+:30]([O-])=O)[CH:28]=4)[N:23]([C:33]([O:35][C:36]([CH3:39])([CH3:38])[CH3:37])=[O:34])[CH:22]=3)[CH:18]=[N:17][CH:16]=2)[CH2:11][CH2:10]1)=[O:7])([CH3:4])([CH3:3])[CH3:2].O.NN. (5) Given the product [C:1]([O:5][C:6]([N:8]1[CH2:12][C@H:11]([F:30])[CH2:10][C@@H:9]1[C:14]1[S:15][C:16]([CH3:23])=[C:17]([C:19]([O:21][CH3:22])=[O:20])[CH:18]=1)=[O:7])([CH3:4])([CH3:3])[CH3:2], predict the reactants needed to synthesize it. The reactants are: [C:1]([O:5][C:6]([N:8]1[CH2:12][CH:11](O)[CH2:10][C@H:9]1[C:14]1[S:15][C:16]([CH3:23])=[C:17]([C:19]([O:21][CH3:22])=[O:20])[CH:18]=1)=[O:7])([CH3:4])([CH3:3])[CH3:2].C(N(S(F)(F)[F:30])CC)C.C(=O)([O-])O.[Na+]. (6) Given the product [O:20]=[C:14]1[C:5]2[N:6]([CH2:8][C:9]([O:11][CH2:12][CH3:13])=[O:10])[N:7]=[C:3]([C:2]([F:18])([F:1])[F:19])[C:4]=2[CH:16]2[CH2:17][CH:15]12, predict the reactants needed to synthesize it. The reactants are: [F:1][C:2]([F:19])([F:18])[C:3]1[C:4]2[CH:16]3[CH2:17][CH:15]3[CH2:14][C:5]=2[N:6]([CH2:8][C:9]([O:11][CH2:12][CH3:13])=[O:10])[N:7]=1.[O:20]=[Si]=O.C1C=C[NH+]=CC=1.C1C=C[NH+]=CC=1.[O-][Cr](O[Cr]([O-])(=O)=O)(=O)=O.C(OO)(C)(C)C. (7) The reactants are: [CH:1]1(Br)[O:9][C@H:8]([CH2:10][OH:11])[C@H:6]([OH:7])[C@H:4]([OH:5])[C@H:2]1[OH:3].[CH3:13][CH:14]([CH2:16][CH2:17][CH2:18][C@H:19]([C@@H:21]1[C@:39]2([CH3:40])[C@H:24]([C@H:25]3[C@H:36]([CH2:37][CH2:38]2)[C@:34]2([CH3:35])[C:28]([CH2:29][C@H:30]([CH2:32][CH2:33]2)[OH:31])=[CH:27][CH2:26]3)[CH2:23][CH2:22]1)[CH3:20])[CH3:15]. Given the product [C@@H:1]1([CH2:15][CH:14]([CH2:16][CH2:17][CH2:18][C@H:19]([C@@H:21]2[C@:39]3([CH3:40])[C@H:24]([C@H:25]4[C@H:36]([CH2:37][CH2:38]3)[C@:34]3([CH3:35])[C:28]([CH2:29][C@H:30]([CH2:32][CH2:33]3)[OH:31])=[CH:27][CH2:26]4)[CH2:23][CH2:22]2)[CH3:20])[CH3:13])[O:9][C@H:8]([CH2:10][OH:11])[C@H:6]([OH:7])[C@H:4]([OH:5])[C@H:2]1[OH:3], predict the reactants needed to synthesize it. (8) Given the product [F:22][C:21]([F:24])([F:23])[C:19]([OH:25])=[O:20].[Cl:1][CH2:2][C:3]([N:5]1[CH2:10][CH2:9][CH:8]([NH2:11])[CH2:7][CH2:6]1)=[O:4], predict the reactants needed to synthesize it. The reactants are: [Cl:1][CH2:2][C:3]([N:5]1[CH2:10][CH2:9][CH:8]([NH:11]C(=O)OC(C)(C)C)[CH2:7][CH2:6]1)=[O:4].[C:19]([OH:25])([C:21]([F:24])([F:23])[F:22])=[O:20].